From a dataset of TCR-epitope binding with 47,182 pairs between 192 epitopes and 23,139 TCRs. Binary Classification. Given a T-cell receptor sequence (or CDR3 region) and an epitope sequence, predict whether binding occurs between them. The epitope is YLKLTDNVYIK. The TCR CDR3 sequence is CSAIDFPMGNEQFF. Result: 0 (the TCR does not bind to the epitope).